From a dataset of Forward reaction prediction with 1.9M reactions from USPTO patents (1976-2016). Predict the product of the given reaction. (1) Given the reactants [K+].[F:2][C:3]([F:21])([S:17]([O-:20])(=[O:19])=[O:18])[C:4]([F:16])([F:15])[C:5]([F:14])([F:13])[C:6]([F:12])([F:11])[S:7]([O-:10])(=[O:9])=[O:8].[K+].[Br-].[C:24]([C:28]1[CH:33]=[CH:32][C:31]([S+:34]([C:41]2[CH:46]=[CH:45][CH:44]=[CH:43][CH:42]=2)[C:35]2[CH:40]=[CH:39][CH:38]=[CH:37][CH:36]=2)=[CH:30][CH:29]=1)([CH3:27])([CH3:26])[CH3:25].[C:47]([C:51]1[CH:56]=[CH:55][C:54]([S+:57]([C:64]2[CH:69]=[CH:68][CH:67]=[CH:66][CH:65]=2)[C:58]2[CH:63]=[CH:62][CH:61]=[CH:60][CH:59]=2)=[CH:53][CH:52]=1)([CH3:50])([CH3:49])[CH3:48].[Br-], predict the reaction product. The product is: [F:12][C:6]([F:11])([S:7]([O-:10])(=[O:9])=[O:8])[C:5]([F:14])([F:13])[C:4]([F:15])([F:16])[C:3]([F:2])([F:21])[S:17]([O-:20])(=[O:18])=[O:19].[C:24]([C:28]1[CH:33]=[CH:32][C:31]([S+:34]([C:41]2[CH:46]=[CH:45][CH:44]=[CH:43][CH:42]=2)[C:35]2[CH:36]=[CH:37][CH:38]=[CH:39][CH:40]=2)=[CH:30][CH:29]=1)([CH3:27])([CH3:25])[CH3:26].[C:47]([C:51]1[CH:56]=[CH:55][C:54]([S+:57]([C:64]2[CH:69]=[CH:68][CH:67]=[CH:66][CH:65]=2)[C:58]2[CH:59]=[CH:60][CH:61]=[CH:62][CH:63]=2)=[CH:53][CH:52]=1)([CH3:50])([CH3:48])[CH3:49]. (2) Given the reactants [NH2:1][C:2]1[CH:3]=[CH:4][C:5]([CH2:8][C:9](OC)=[O:10])=[N:6][CH:7]=1.[H-].[Al+3].[Li+].[H-].[H-].[H-], predict the reaction product. The product is: [NH2:1][C:2]1[CH:3]=[CH:4][C:5]([CH2:8][CH2:9][OH:10])=[N:6][CH:7]=1. (3) The product is: [Si:1]([O:8][C@@H:9]1[CH2:10][CH2:11][C@H:12]([C:15]2[C:26](=[O:27])[O:19][C:17](=[O:18])[C:16]=2[CH:21]2[CH2:22][CH2:23][CH2:24][CH2:25]2)[CH2:13][CH2:14]1)([C:4]([CH3:7])([CH3:5])[CH3:6])([CH3:3])[CH3:2]. Given the reactants [Si:1]([O:8][CH:9]1[CH2:14][CH2:13][CH:12]([CH:15]([C:26](O)=[O:27])[C:16]([CH:21]2[CH2:25][CH2:24][CH2:23][CH2:22]2)(O)[C:17]([OH:19])=[O:18])[CH2:11][CH2:10]1)([C:4]([CH3:7])([CH3:6])[CH3:5])([CH3:3])[CH3:2], predict the reaction product. (4) Given the reactants Cl.Cl.[NH2:3][CH:4]([C:23]1[CH:28]=[CH:27][CH:26]=[CH:25][CH:24]=1)[C:5]([N:7]1[CH2:12][CH2:11][CH:10]([N:13]2[CH2:17][C:16]3=[CH:18][N:19]=[C:20]([CH3:21])[N:15]3[C:14]2=[O:22])[CH2:9][CH2:8]1)=[O:6].C1CCN2C(=NCCC2)CC1.[C:40]1([N:46]=[C:47]=[O:48])[CH:45]=[CH:44][CH:43]=[CH:42][CH:41]=1, predict the reaction product. The product is: [CH3:21][C:20]1[N:15]2[C:14](=[O:22])[N:13]([CH:10]3[CH2:11][CH2:12][N:7]([C:5](=[O:6])[CH:4]([NH:3][C:47]([NH:46][C:40]4[CH:45]=[CH:44][CH:43]=[CH:42][CH:41]=4)=[O:48])[C:23]4[CH:24]=[CH:25][CH:26]=[CH:27][CH:28]=4)[CH2:8][CH2:9]3)[CH2:17][C:16]2=[CH:18][N:19]=1. (5) Given the reactants I[C:2]1[C:13]([NH:14][CH3:15])=[C:12]([I:16])[C:5]2[O:6][CH2:7][CH2:8][CH2:9][C:10](=[O:11])[C:4]=2[CH:3]=1.C(N(CC)CC)C.[C:24]([Si:26]([CH3:29])([CH3:28])[CH3:27])#[CH:25], predict the reaction product. The product is: [I:16][C:12]1[C:5]2[O:6][CH2:7][CH2:8][CH2:9][C:10](=[O:11])[C:4]=2[CH:3]=[C:2]([C:25]#[C:24][Si:26]([CH3:29])([CH3:28])[CH3:27])[C:13]=1[NH:14][CH3:15].